This data is from Full USPTO retrosynthesis dataset with 1.9M reactions from patents (1976-2016). The task is: Predict the reactants needed to synthesize the given product. Given the product [F:1][C:2]1[CH:25]=[CH:24][CH:23]=[C:22]([F:26])[C:3]=1[C:4]([NH:6][C:7](=[O:21])[N:8]([C:10]1[CH:15]=[CH:14][C:13]([S:16]([CH2:17][CH:18]=[CH2:19])=[O:35])=[CH:12][C:11]=1[F:20])[CH3:9])=[O:5], predict the reactants needed to synthesize it. The reactants are: [F:1][C:2]1[CH:25]=[CH:24][CH:23]=[C:22]([F:26])[C:3]=1[C:4]([NH:6][C:7](=[O:21])[N:8]([C:10]1[CH:15]=[CH:14][C:13]([S:16][CH2:17][CH:18]=[CH2:19])=[CH:12][C:11]=1[F:20])[CH3:9])=[O:5].ClC1C=CC=C(C(OO)=[O:35])C=1.